This data is from Full USPTO retrosynthesis dataset with 1.9M reactions from patents (1976-2016). The task is: Predict the reactants needed to synthesize the given product. (1) The reactants are: [F:1][C:2]1[CH:10]=[CH:9][CH:8]=[CH:7][C:3]=1[C:4](Cl)=[O:5].[Cl:11][C:12]1[N:17]=[C:16]([CH3:18])[N:15]=[C:14]([NH:19][C:20]2[CH:25]=[CH:24][C:23]([Cl:26])=[CH:22][CH:21]=2)[C:13]=1[NH2:27]. Given the product [Cl:11][C:12]1[C:13]([NH:27][C:4](=[O:5])[C:3]2[CH:7]=[CH:8][CH:9]=[CH:10][C:2]=2[F:1])=[C:14]([NH:19][C:20]2[CH:21]=[CH:22][C:23]([Cl:26])=[CH:24][CH:25]=2)[N:15]=[C:16]([CH3:18])[N:17]=1, predict the reactants needed to synthesize it. (2) Given the product [O:15]=[S:16]1(=[O:39])[C:20]2[CH:21]=[CH:22][CH:23]=[CH:24][C:19]=2[C:18]([NH:25][C@@H:26]([CH2:31][C:32]2[CH:33]=[CH:34][C:35]([O:38][CH2:2][CH2:3][N:4]([C:5]([CH:53]3[CH2:54][CH2:55][CH2:56][CH2:57][CH2:58]3)=[O:6])[CH3:14])=[CH:36][CH:37]=2)[C:27]([O:29][CH3:30])=[O:28])=[N:17]1, predict the reactants needed to synthesize it. The reactants are: O[CH2:2][CH2:3][N:4]([CH3:14])[C:5](CC1CCCCC1)=[O:6].[O:15]=[S:16]1(=[O:39])[C:20]2[CH:21]=[CH:22][CH:23]=[CH:24][C:19]=2[C:18]([NH:25][C@@H:26]([CH2:31][C:32]2[CH:37]=[CH:36][C:35]([OH:38])=[CH:34][CH:33]=2)[C:27]([O:29][CH3:30])=[O:28])=[N:17]1.[C:53]1(P([C:53]2[CH:58]=[CH:57][CH:56]=[CH:55][CH:54]=2)[C:53]2[CH:58]=[CH:57][CH:56]=[CH:55][CH:54]=2)[CH:58]=[CH:57][CH:56]=[CH:55][CH:54]=1.C1CCN(C(N=NC(N2CCCCC2)=O)=O)CC1. (3) The reactants are: [C:1]([O:5][C:6]([NH:8][CH2:9][C:10]1[CH:15]=[CH:14][C:13](B(O)O)=[CH:12][CH:11]=1)=[O:7])([CH3:4])([CH3:3])[CH3:2].[Cl:19][CH:20]([Cl:36])[C:21]([NH:23][C@H:24]([CH2:34][F:35])[C@H:25]([OH:33])[C:26]1[CH:31]=[CH:30][C:29](I)=[CH:28][CH:27]=1)=[O:22]. Given the product [Cl:19][CH:20]([Cl:36])[C:21]([NH:23][C@H:24]([CH2:34][F:35])[C@@H:25]([C:26]1[CH:27]=[CH:28][C:29]([C:13]2[CH:14]=[CH:15][C:10]([CH2:9][NH:8][C:6](=[O:7])[O:5][C:1]([CH3:4])([CH3:3])[CH3:2])=[CH:11][CH:12]=2)=[CH:30][CH:31]=1)[OH:33])=[O:22], predict the reactants needed to synthesize it. (4) Given the product [CH2:36]([O:1][C:2]1[CH:33]=[CH:32][C:5]([CH2:6][CH:7]2[C:16]3[C:11](=[CH:12][C:13]([O:19][CH3:20])=[C:14]([O:17][CH3:18])[CH:15]=3)[CH2:10][CH2:9][N:8]2[CH2:21][C:22]([NH:24][CH2:25][C:26]2[CH:31]=[CH:30][CH:29]=[CH:28][CH:27]=2)=[O:23])=[CH:4][C:3]=1[O:34][CH3:35])[CH2:37][CH2:38][CH3:39], predict the reactants needed to synthesize it. The reactants are: [OH:1][C:2]1[CH:33]=[CH:32][C:5]([CH2:6][CH:7]2[C:16]3[C:11](=[CH:12][C:13]([O:19][CH3:20])=[C:14]([O:17][CH3:18])[CH:15]=3)[CH2:10][CH2:9][N:8]2[CH2:21][C:22]([NH:24][CH2:25][C:26]2[CH:31]=[CH:30][CH:29]=[CH:28][CH:27]=2)=[O:23])=[CH:4][C:3]=1[O:34][CH3:35].[CH2:36](Br)[CH2:37][CH2:38][CH3:39]. (5) The reactants are: [CH3:1][C@H:2]1[CH2:7][C@@H:6]([OH:8])[C@H:5]([CH:9]([CH3:11])[CH3:10])[CH2:4][CH2:3]1. Given the product [CH3:1][C@H:2]1[CH2:7][C@@H:6]([OH:8])[C@H:5]([C:9]([CH3:11])=[CH2:10])[CH2:4][CH2:3]1, predict the reactants needed to synthesize it. (6) Given the product [F:4][C@@H:5]1[CH2:9][CH2:8][N:7]([CH2:11][CH2:12][CH2:13][CH2:14][NH2:15])[CH2:6]1, predict the reactants needed to synthesize it. The reactants are: N#N.Cl.[F:4][C@@H:5]1[CH2:9][CH2:8][NH:7][CH2:6]1.Br[CH2:11][CH2:12][CH2:13][C:14]#[N:15].C([O-])([O-])=O.[K+].[K+]. (7) Given the product [NH:6]1[C:14]2[C:9](=[CH:10][C:11]([C:15](=[O:38])[CH2:16][CH2:17][CH2:18][CH2:19][N:20]([CH2:28][CH2:29][C:30]3[CH:35]=[CH:34][CH:33]=[CH:32][C:31]=3[O:36][CH3:37])[C:21](=[O:27])[O:22][C:23]([CH3:26])([CH3:25])[CH3:24])=[CH:12][CH:13]=2)[CH2:8][CH2:7]1, predict the reactants needed to synthesize it. The reactants are: [OH-].[K+].C([N:6]1[C:14]2[C:9](=[CH:10][C:11]([C:15](=[O:38])[CH2:16][CH2:17][CH2:18][CH2:19][N:20]([CH2:28][CH2:29][C:30]3[CH:35]=[CH:34][CH:33]=[CH:32][C:31]=3[O:36][CH3:37])[C:21](=[O:27])[O:22][C:23]([CH3:26])([CH3:25])[CH3:24])=[CH:12][CH:13]=2)[CH2:8][CH2:7]1)(=O)C.